This data is from Full USPTO retrosynthesis dataset with 1.9M reactions from patents (1976-2016). The task is: Predict the reactants needed to synthesize the given product. (1) Given the product [CH:13]1([C:16]2[O:1][N:2]=[C:3]([CH:4]3[CH2:11][CH2:10][CH2:9][CH2:8][C:5]43[CH2:7][CH2:6]4)[C:17]=2[C:18]([OH:20])=[O:19])[CH2:15][CH2:14]1, predict the reactants needed to synthesize it. The reactants are: [OH:1][N:2]=[C:3](Cl)[CH:4]1[CH2:11][CH2:10][CH2:9][CH2:8][C:5]21[CH2:7][CH2:6]2.[CH:13]1([C:16](=O)[CH2:17][C:18]([O:20]C)=[O:19])[CH2:15][CH2:14]1. (2) Given the product [Cl:1][C:2]1[N:7]=[C:6]([NH:15][C:11]2[S:10][CH:14]=[CH:13][N:12]=2)[CH:5]=[C:4]([CH3:9])[N:3]=1, predict the reactants needed to synthesize it. The reactants are: [Cl:1][C:2]1[N:7]=[C:6](Cl)[CH:5]=[C:4]([CH3:9])[N:3]=1.[S:10]1[CH:14]=[CH:13][N:12]=[C:11]1[NH2:15].C1(P(C2C=CC=CC=2)C2C3OC4C(=CC=CC=4P(C4C=CC=CC=4)C4C=CC=CC=4)C(C)(C)C=3C=CC=2)C=CC=CC=1.[O-]P([O-])([O-])=O.[K+].[K+].[K+]. (3) Given the product [CH:1]1[C:10]2[C:5](=[CH:6][CH:7]=[CH:8][CH:9]=2)[CH:4]=[CH:3][C:2]=1[C:11]1[N:12]2[CH2:20][CH2:19][N:18]=[C:13]2[S:14][C:15]=1[CH2:16][OH:17], predict the reactants needed to synthesize it. The reactants are: [CH:1]1[C:10]2[C:5](=[CH:6][CH:7]=[CH:8][CH:9]=2)[CH:4]=[CH:3][C:2]=1[C:11]1[N:12]2[CH2:20][CH2:19][N:18]=[C:13]2[S:14][C:15]=1[CH:16]=[O:17].[BH4-].[Na+].O.